This data is from Forward reaction prediction with 1.9M reactions from USPTO patents (1976-2016). The task is: Predict the product of the given reaction. Given the reactants [CH3:1][C:2]([O:4][CH2:5][C:6]([C@@H:8]1[C@@:12]2([CH3:27])[CH2:13][CH2:14][C@@H:15]3[C@:25]4([CH3:26])[C:19](=[CH:20][C:21]([CH2:23][CH2:24]4)=[O:22])[CH2:18][CH2:17][C@H:16]3[C@@H:11]2[CH2:10][CH2:9]1)=[O:7])=[O:3].[NH2:28][C@H:29]([C:37]([OH:39])=O)[CH2:30][CH2:31][CH2:32][NH:33][C:34](=[NH:36])[NH2:35].[NH:40](C(OCC1C2C(=CC=CC=2)C2C1=CC=CC=2)=O)[C@H:41]([C:44]([OH:46])=[O:45])[CH2:42][OH:43].CCN(C(C)C)C(C)C.CN(C(ON1N=NC2C=CC=NC1=2)=[N+](C)C)C.F[P-](F)(F)(F)(F)F, predict the reaction product. The product is: [CH3:1][C:2]([O:4][CH2:5][C:6]([C@@H:8]1[C@@:12]2([CH3:27])[CH2:13][CH2:14][C@@H:15]3[C@:25]4([CH3:26])[C:19](=[CH:20][C:21]([CH2:23][CH2:24]4)=[O:22])[CH2:18][CH2:17][C@H:16]3[C@@H:11]2[CH2:10][CH2:9]1)=[O:7])=[O:3].[NH2:28][C@H:29]([C:37]([NH:40][C@H:41]([C:44]([OH:46])=[O:45])[CH2:42][OH:43])=[O:39])[CH2:30][CH2:31][CH2:32][NH:33][C:34](=[NH:36])[NH2:35].